From a dataset of Full USPTO retrosynthesis dataset with 1.9M reactions from patents (1976-2016). Predict the reactants needed to synthesize the given product. Given the product [C:16]([C:13]1[CH:12]=[CH:11][C:10]([NH:9][C:7](=[O:8])[NH:6][CH2:5][C:4]([OH:19])=[O:3])=[CH:15][CH:14]=1)(=[NH:17])[NH2:18], predict the reactants needed to synthesize it. The reactants are: C([O:3][C:4](=[O:19])[CH2:5][NH:6][C:7]([NH:9][C:10]1[CH:15]=[CH:14][C:13]([C:16](=[NH:18])[NH2:17])=[CH:12][CH:11]=1)=[O:8])C.[OH-].[Na+].